Dataset: Forward reaction prediction with 1.9M reactions from USPTO patents (1976-2016). Task: Predict the product of the given reaction. (1) Given the reactants C(O)C.[OH:4][C@@:5]([C:38]1[CH:47]=[CH:46][C:45]2[C:40](=[CH:41][CH:42]=[C:43]([C:48]([NH:50][CH3:51])=[O:49])[CH:44]=2)[CH:39]=1)([C:14]1[N:15]=[CH:16][N:17]([C:19]([C:32]2[CH:37]=[CH:36][CH:35]=[CH:34][CH:33]=2)([C:26]2[CH:31]=[CH:30][CH:29]=[CH:28][CH:27]=2)[C:20]2[CH:25]=[CH:24][CH:23]=[CH:22][CH:21]=2)[CH:18]=1)[CH2:6][C:7]([O:9][C:10](C)(C)[CH3:11])=[O:8].Cl.[Cl-].[Na+], predict the reaction product. The product is: [OH:4][C@@:5]([C:38]1[CH:47]=[CH:46][C:45]2[C:40](=[CH:41][CH:42]=[C:43]([C:48]([NH:50][CH3:51])=[O:49])[CH:44]=2)[CH:39]=1)([C:14]1[N:15]=[CH:16][N:17]([C:19]([C:26]2[CH:31]=[CH:30][CH:29]=[CH:28][CH:27]=2)([C:32]2[CH:37]=[CH:36][CH:35]=[CH:34][CH:33]=2)[C:20]2[CH:25]=[CH:24][CH:23]=[CH:22][CH:21]=2)[CH:18]=1)[CH2:6][C:7]([O:9][CH2:10][CH3:11])=[O:8]. (2) The product is: [CH:1]1([CH2:4][O:5][CH2:6][CH:7]2[O:12][C:11]3[CH:13]=[CH:14][C:15]([NH2:17])=[CH:16][C:10]=3[O:9][CH2:8]2)[CH2:3][CH2:2]1. Given the reactants [CH:1]1([CH2:4][O:5][CH2:6][CH:7]2[O:12][C:11]3[CH:13]=[CH:14][C:15]([N+:17]([O-])=O)=[CH:16][C:10]=3[O:9][CH2:8]2)[CH2:3][CH2:2]1.S(S([O-])=O)([O-])=O.[Na+].[Na+].[NH4+].[OH-], predict the reaction product. (3) Given the reactants [CH3:1][C:2]1[CH:10]=[C:9]([N+:11]([O-:13])=[O:12])[C:8]2[CH2:7][CH2:6][CH2:5][C:4]=2[C:3]=1[OH:14].C1N2CCN(CC2)C1.[CH3:23][N:24]([CH3:28])[C:25](Cl)=[S:26].O, predict the reaction product. The product is: [CH3:23][N:24]([CH3:28])[C:25](=[S:26])[O:14][C:3]1[C:2]([CH3:1])=[CH:10][C:9]([N+:11]([O-:13])=[O:12])=[C:8]2[C:4]=1[CH2:5][CH2:6][CH2:7]2. (4) Given the reactants ClC(Cl)(Cl)CO[C:5]([NH:7][C:8]1[N:12]([C:13]2[CH:14]=[CH:15][C:16]([CH3:19])=[N:17][CH:18]=2)[N:11]=[C:10]([C:20]([CH3:23])([CH3:22])[CH3:21])[CH:9]=1)=[O:6].[NH2:26][C:27]1[C:36]2[C:31](=[CH:32][CH:33]=[CH:34][CH:35]=2)[C:30]([O:37][CH2:38][C:39]2[CH:44]=[CH:43][N:42]=[CH:41][CH:40]=2)=[CH:29][CH:28]=1.C(N(C(C)C)CC)(C)C.CS(C)=O, predict the reaction product. The product is: [C:20]([C:10]1[CH:9]=[C:8]([NH:7][C:5]([NH:26][C:27]2[C:36]3[C:31](=[CH:32][CH:33]=[CH:34][CH:35]=3)[C:30]([O:37][CH2:38][C:39]3[CH:44]=[CH:43][N:42]=[CH:41][CH:40]=3)=[CH:29][CH:28]=2)=[O:6])[N:12]([C:13]2[CH:14]=[CH:15][C:16]([CH3:19])=[N:17][CH:18]=2)[N:11]=1)([CH3:21])([CH3:22])[CH3:23]. (5) Given the reactants [Br:1][C:2]1[CH:7]=[CH:6][C:5]([C:8](=[O:12])[CH:9]=[N+]=[N-])=[CH:4][CH:3]=1.[CH3:13][O:14][C:15]1[O:16][CH:17]=[CH:18][CH:19]=1, predict the reaction product. The product is: [Br:1][C:2]1[CH:7]=[CH:6][C:5]([C:8](=[O:12])/[CH:9]=[CH:17]/[CH:18]=[CH:19]\[C:15]([O:14][CH3:13])=[O:16])=[CH:4][CH:3]=1. (6) Given the reactants C([N:4]1[C:12]2[C:7](=[CH:8][CH:9]=[C:10]([S:13]([NH:16][CH3:17])(=[O:15])=[O:14])[CH:11]=2)[CH2:6][CH2:5]1)(=O)C.Cl, predict the reaction product. The product is: [CH3:17][NH:16][S:13]([C:10]1[CH:11]=[C:12]2[C:7]([CH2:6][CH2:5][NH:4]2)=[CH:8][CH:9]=1)(=[O:15])=[O:14]. (7) The product is: [OH:31][S:28]([C:27]([F:33])([F:32])[F:26])(=[O:30])=[O:29].[C:24](=[NH:23])([O:17][CH2:16][CH2:15][C:12]1[CH:13]=[CH:14][C:9]([O:8][C:5]2[CH:6]=[CH:7][C:2]([Cl:1])=[C:3]([C:19]([F:22])([F:20])[F:21])[CH:4]=2)=[C:10]([F:18])[CH:11]=1)[NH2:25]. Given the reactants [Cl:1][C:2]1[CH:7]=[CH:6][C:5]([O:8][C:9]2[CH:14]=[CH:13][C:12]([CH2:15][CH2:16][OH:17])=[CH:11][C:10]=2[F:18])=[CH:4][C:3]=1[C:19]([F:22])([F:21])[F:20].[N:23]#[C:24][NH2:25].[F:26][C:27]([F:33])([F:32])[S:28]([OH:31])(=[O:30])=[O:29], predict the reaction product. (8) Given the reactants [N:1]1C=[CH:5][CH:4]=[CH:3][C:2]=1N1CCC2OC(C3C=C(C)C=CC=3)=NC=2C1.[C:23]([C:25]1[CH:26]=[C:27]([C:31]2[O:32][C:33]3[CH2:34][N:35]([C:40]([O:42][CH2:43][C:44]4[CH:49]=[CH:48][CH:47]=[CH:46][CH:45]=4)=[O:41])[CH2:36][CH2:37][C:38]=3[N:39]=2)[CH:28]=[CH:29][CH:30]=1)#[N:24].C(C1C=C(C=CC=1)C(O)=O)#N, predict the reaction product. The product is: [N:1]1[CH:2]=[CH:3][CH:4]=[CH:5][C:40]=1[N:35]1[CH2:36][CH2:37][C:38]2[N:39]=[C:31]([C:27]3[CH:26]=[C:25]([CH:30]=[CH:29][CH:28]=3)[C:23]#[N:24])[O:32][C:33]=2[CH2:34]1.[C:23]([C:25]1[CH:26]=[C:27]([C:31]2[O:32][C:33]3[CH2:34][N:35]([C:40]([O:42][CH2:43][C:44]4[CH:49]=[CH:48][CH:47]=[CH:46][CH:45]=4)=[O:41])[CH2:36][CH2:37][C:38]=3[N:39]=2)[CH:28]=[CH:29][CH:30]=1)#[N:24]. (9) Given the reactants [CH3:1][O:2][C:3]1[CH:4]=[C:5]2[O:9][C:8]([C:10]3[N:11]=[C:12]4[N:16]([CH:17]=3)[N:15]=[C:14]([O:18][CH3:19])[S:13]4)=[CH:7][C:6]2=[C:20]([OH:22])[CH:21]=1.O[CH2:24][C:25]1[N:26]=[C:27]([C:30]2([OH:38])[CH2:35][CH:34]([CH3:36])[O:33][CH:32]([CH3:37])[CH2:31]2)[S:28][CH:29]=1.C(P(CCCC)CCCC)CCC.N(C(N1CCCCC1)=O)=NC(N1CCCCC1)=O, predict the reaction product. The product is: [CH3:1][O:2][C:3]1[CH:21]=[C:20]([O:22][CH2:24][C:25]2[N:26]=[C:27]([C:30]3([OH:38])[CH2:35][CH:34]([CH3:36])[O:33][CH:32]([CH3:37])[CH2:31]3)[S:28][CH:29]=2)[C:6]2[CH:7]=[C:8]([C:10]3[N:11]=[C:12]4[N:16]([CH:17]=3)[N:15]=[C:14]([O:18][CH3:19])[S:13]4)[O:9][C:5]=2[CH:4]=1.